This data is from Reaction yield outcomes from USPTO patents with 853,638 reactions. The task is: Predict the reaction yield, written as a fraction of the theoretical maximum amount of product (1.0 means a 100% yield; for example, 0.34 means a 34% yield). (1) The reactants are [Cl:1][C:2]1[CH:7]=[C:6](B(O)O)[CH:5]=[CH:4][N:3]=1.[CH3:11][C:12]([C:14]1[CH:19]=[CH:18][CH:17]=[C:16](Br)[CH:15]=1)=[O:13].C([O-])([O-])=O.[Na+].[Na+]. The catalyst is C1COCC1.C1C=CC(P(C2C=CC=CC=2)[C-]2C=CC=C2)=CC=1.C1C=CC(P(C2C=CC=CC=2)[C-]2C=CC=C2)=CC=1.Cl[Pd]Cl.[Fe+2]. The product is [Cl:1][C:2]1[CH:7]=[C:6]([C:16]2[CH:15]=[C:14]([C:12](=[O:13])[CH3:11])[CH:19]=[CH:18][CH:17]=2)[CH:5]=[CH:4][N:3]=1. The yield is 0.580. (2) The reactants are [OH:1][C:2]1[CH:3]=[C:4]([CH:7]=[CH:8][CH:9]=1)[CH:5]=[O:6].[C:10](OC(=N)C(Cl)(Cl)Cl)([CH3:13])([CH3:12])[CH3:11].B(F)(F)F.CCOCC.C(=O)(O)[O-].[Na+]. The catalyst is C(Cl)Cl.C1CCCCC1.CCCCCC.C(OCC)(=O)C. The product is [C:10]([O:1][C:2]1[CH:3]=[C:4]([CH:7]=[CH:8][CH:9]=1)[CH:5]=[O:6])([CH3:13])([CH3:12])[CH3:11]. The yield is 0.320. (3) The reactants are [Cl:1][C:2]1[CH:21]=[CH:20][C:5]([CH2:6][N:7]2[CH:12]=[N:11][C:10]([N:13]3[CH2:18][CH2:17][NH:16][CH2:15][CH2:14]3)=[N:9][C:8]2=[O:19])=[CH:4][CH:3]=1.[I-].C[N+]1C=CN([C:29]([O:31][C:32]([CH3:38])([CH3:37])[C:33]([F:36])([F:35])[F:34])=[O:30])C=1. The product is [Cl:1][C:2]1[CH:21]=[CH:20][C:5]([CH2:6][N:7]2[CH:12]=[N:11][C:10]([N:13]3[CH2:18][CH2:17][N:16]([C:29]([O:31][C:32]([CH3:38])([CH3:37])[C:33]([F:36])([F:35])[F:34])=[O:30])[CH2:15][CH2:14]3)=[N:9][C:8]2=[O:19])=[CH:4][CH:3]=1. The yield is 0.560. No catalyst specified. (4) The reactants are [NH2:1][C:2]1[N:7]=[CH:6][N:5]=[C:4]2[N:8]([CH:12]([C:14]3[O:15][C:16]4[C:21]([C:22](=[O:31])[C:23]=3[C:24]3[CH:29]=[CH:28][CH:27]=[C:26]([F:30])[CH:25]=3)=[CH:20][CH:19]=[CH:18][CH:17]=4)[CH3:13])[N:9]=[C:10](I)[C:3]=12.[NH:32]1[C:40]2[C:35](=[CH:36][CH:37]=[C:38](B3OC(C)(C)C(C)(C)O3)[CH:39]=2)[CH:34]=[CH:33]1.C(=O)([O-])[O-].[Na+].[Na+].ClCCl. The catalyst is CN(C=O)C.C(O)C.O. The product is [NH2:1][C:2]1[N:7]=[CH:6][N:5]=[C:4]2[N:8]([CH:12]([C:14]3[O:15][C:16]4[C:21]([C:22](=[O:31])[C:23]=3[C:24]3[CH:29]=[CH:28][CH:27]=[C:26]([F:30])[CH:25]=3)=[CH:20][CH:19]=[CH:18][CH:17]=4)[CH3:13])[N:9]=[C:10]([C:38]3[CH:39]=[C:40]4[C:35]([CH:34]=[CH:33][NH:32]4)=[CH:36][CH:37]=3)[C:3]=12. The yield is 0.150. (5) The reactants are [I-].C[S+](C)(C)=O.[CH3:7]C(O)(C)C.[CH2:12]([O:19][C:20]1[CH:25]=[CH:24][C:23](/[CH:26]=[CH:27]/[N+:28]([O-:30])=[O:29])=[CH:22][CH:21]=1)[C:13]1[CH:18]=[CH:17][CH:16]=[CH:15][CH:14]=1.O. The catalyst is CS(C)=O. The product is [CH2:12]([O:19][C:20]1[CH:25]=[CH:24][C:23]([C@@H:26]2[CH2:7][C@H:27]2[N+:28]([O-:30])=[O:29])=[CH:22][CH:21]=1)[C:13]1[CH:14]=[CH:15][CH:16]=[CH:17][CH:18]=1. The yield is 0.260. (6) The reactants are Cl[C:2]1[C:11]2[C:6](=[CH:7][C:8]([O:14][CH3:15])=[C:9]([O:12][CH3:13])[CH:10]=2)[N:5]=[CH:4][CH:3]=1.[Cl:16][C:17]1[C:22]([OH:23])=[CH:21][CH:20]=[C:19]([I:24])[N:18]=1.C(N(C(C)C)CC)(C)C.C(OCC)(=O)C.O1CCCC1. The catalyst is CN(C)C=O.CCCCCC.C(OCC)(=O)C.O. The product is [Cl:16][C:17]1[C:22]([O:23][C:2]2[C:11]3[C:6](=[CH:7][C:8]([O:14][CH3:15])=[C:9]([O:12][CH3:13])[CH:10]=3)[N:5]=[CH:4][CH:3]=2)=[CH:21][CH:20]=[C:19]([I:24])[N:18]=1. The yield is 0.490. (7) The reactants are C(=O)([O-])[O-].[Cs+].[Cs+].Br[C:8]1[CH:13]=[CH:12][C:11]([Cl:14])=[CH:10][CH:9]=1.[CH3:15][O:16][C:17]1[CH:22]=[CH:21][C:20]([OH:23])=[CH:19][CH:18]=1. The catalyst is O1CCOCC1.Cl.CN(C)CC(O)=O. The product is [CH3:15][O:16][C:17]1[CH:22]=[CH:21][C:20]([O:23][C:8]2[CH:13]=[CH:12][C:11]([Cl:14])=[CH:10][CH:9]=2)=[CH:19][CH:18]=1. The yield is 1.00. (8) The product is [Cl:22][C:17]1[CH:16]=[C:15]([C:13]2[N:14]=[C:10]([C:8]3[CH:9]=[C:4]([C:3]([OH:2])=[O:24])[C:5]([C:28]4[CH:29]=[CH:30][CH:31]=[CH:32][C:27]=4[CH:25]=[O:26])=[CH:6][CH:7]=3)[S:11][CH:12]=2)[CH:20]=[CH:19][C:18]=1[Cl:21]. The yield is 0.490. No catalyst specified. The reactants are C[O:2][C:3](=[O:24])[C:4]1[CH:9]=[C:8]([C:10]2[S:11][CH:12]=[C:13]([C:15]3[CH:20]=[CH:19][C:18]([Cl:21])=[C:17]([Cl:22])[CH:16]=3)[N:14]=2)[CH:7]=[CH:6][C:5]=1Br.[CH:25]([C:27]1[CH:32]=[CH:31][CH:30]=[CH:29][C:28]=1B(O)O)=[O:26]. (9) The reactants are C([O:5][C:6](=[O:33])[CH2:7][CH2:8][C:9]1[CH:14]=[CH:13][C:12]([O:15][CH2:16][CH2:17][C:18]2[N:19]=[C:20]([C:24]3[CH:29]=[CH:28][CH:27]=[CH:26][CH:25]=3)[O:21][C:22]=2[CH3:23])=[CH:11][C:10]=1[CH2:30][O:31][CH3:32])(C)(C)C.FC(F)(F)C(O)=O. The catalyst is C(Cl)Cl. The product is [CH3:32][O:31][CH2:30][C:10]1[CH:11]=[C:12]([O:15][CH2:16][CH2:17][C:18]2[N:19]=[C:20]([C:24]3[CH:29]=[CH:28][CH:27]=[CH:26][CH:25]=3)[O:21][C:22]=2[CH3:23])[CH:13]=[CH:14][C:9]=1[CH2:8][CH2:7][C:6]([OH:33])=[O:5]. The yield is 0.890.